This data is from Forward reaction prediction with 1.9M reactions from USPTO patents (1976-2016). The task is: Predict the product of the given reaction. (1) Given the reactants [C:1]([O:5][C:6]([NH:8][C@@H:9]([CH2:42][C:43]1[CH:48]=[CH:47][CH:46]=[CH:45][CH:44]=1)[CH2:10][C@@H:11]1[O:15][C:14]([CH3:17])([CH3:16])[N:13]([C:18]([O:20][CH2:21][C:22]2[CH:27]=[CH:26][CH:25]=[CH:24][CH:23]=2)=[O:19])[C@H:12]1[CH2:28][C:29]1[CH:34]=[CH:33][C:32](OC(=O)C(F)(F)F)=[CH:31][CH:30]=1)=[O:7])([CH3:4])([CH3:3])[CH3:2].[Li+].[Cl-].[CH3:51][C:52]1[CH:53]=[CH:54][C:55]([Sn](CCCC)(CCCC)CCCC)=[N:56][CH:57]=1, predict the reaction product. The product is: [C:1]([O:5][C:6]([NH:8][C@@H:9]([CH2:42][C:43]1[CH:48]=[CH:47][CH:46]=[CH:45][CH:44]=1)[CH2:10][C@@H:11]1[O:15][C:14]([CH3:16])([CH3:17])[N:13]([C:18]([O:20][CH2:21][C:22]2[CH:23]=[CH:24][CH:25]=[CH:26][CH:27]=2)=[O:19])[C@H:12]1[CH2:28][C:29]1[CH:30]=[CH:31][C:32]([C:55]2[CH:54]=[CH:53][C:52]([CH3:51])=[CH:57][N:56]=2)=[CH:33][CH:34]=1)=[O:7])([CH3:2])([CH3:3])[CH3:4]. (2) The product is: [OH:20][N:19]=[CH:18][C:16](=[N:9][NH:8][C:6]([C:2]1[S:1][CH:5]=[CH:4][CH:3]=1)=[O:7])[C:13]1[CH:14]=[CH:15][CH:10]=[CH:11][CH:12]=1. Given the reactants [S:1]1[CH:5]=[CH:4][CH:3]=[C:2]1[C:6]([NH:8][NH2:9])=[O:7].[CH:10]1[CH:15]=[CH:14][C:13]([C:16](/[CH:18]=[N:19]/[OH:20])=O)=[CH:12][CH:11]=1, predict the reaction product. (3) Given the reactants Cl.[NH2:2][OH:3].C(=O)(O)[O-].[Na+].[CH:9]1([C@H:13]([NH:15][C:16]2[N:24]=[C:23]([C:25]#[N:26])[N:22]=[C:21]3[C:17]=2[N:18]([CH2:32][C@H:33]2[CH2:38][CH2:37][C@H:36]([CH3:39])[CH2:35][CH2:34]2)[C:19]([CH2:27][C:28]([OH:31])([CH3:30])[CH3:29])=[N:20]3)[CH3:14])[CH2:12][CH2:11][CH2:10]1, predict the reaction product. The product is: [CH:9]1([C@H:13]([NH:15][C:16]2[N:24]=[C:23]([C:25](=[NH:26])[NH:2][OH:3])[N:22]=[C:21]3[C:17]=2[N:18]([CH2:32][C@H:33]2[CH2:34][CH2:35][C@H:36]([CH3:39])[CH2:37][CH2:38]2)[C:19]([CH2:27][C:28]([OH:31])([CH3:30])[CH3:29])=[N:20]3)[CH3:14])[CH2:12][CH2:11][CH2:10]1. (4) Given the reactants [CH:1]([C:4]1[C:8]([C:9]([O:11][CH2:12][CH3:13])=[O:10])=[CH:7][NH:6][N:5]=1)([CH3:3])[CH3:2].[F:14][C:15]([F:27])([F:26])[C:16]1[CH:21]=[CH:20][C:19](OB(O)O)=[CH:18][CH:17]=1.N1C=CC=CC=1, predict the reaction product. The product is: [CH:1]([C:4]1[C:8]([C:9]([O:11][CH2:12][CH3:13])=[O:10])=[CH:7][N:6]([C:19]2[CH:20]=[CH:21][C:16]([C:15]([F:27])([F:26])[F:14])=[CH:17][CH:18]=2)[N:5]=1)([CH3:3])[CH3:2]. (5) Given the reactants [CH3:1][C:2]1[CH:7]=[CH:6][C:5]([C:8]#[CH:9])=[CH:4][CH:3]=1.I[C:11]1[CH:16]=[CH:15][C:14]([C:17]#[C:18][Si:19]([CH3:22])([CH3:21])[CH3:20])=[CH:13][CH:12]=1, predict the reaction product. The product is: [CH3:20][Si:19]([C:18]#[C:17][C:14]1[CH:15]=[CH:16][C:11]([C:9]#[C:8][C:5]2[CH:6]=[CH:7][C:2]([CH3:1])=[CH:3][CH:4]=2)=[CH:12][CH:13]=1)([CH3:22])[CH3:21]. (6) Given the reactants [NH:1]1[CH2:6][CH2:5][C:4](=[O:7])[CH2:3][CH2:2]1.Cl[CH2:9][CH2:10][CH2:11][CH2:12][CH2:13][CH2:14][O:15][CH2:16][C:17]1[CH:22]=[CH:21][CH:20]=[CH:19][CH:18]=1, predict the reaction product. The product is: [CH2:16]([O:15][CH2:14][CH2:13][CH2:12][CH2:11][CH2:10][CH2:9][N:1]1[CH2:6][CH2:5][C:4](=[O:7])[CH2:3][CH2:2]1)[C:17]1[CH:22]=[CH:21][CH:20]=[CH:19][CH:18]=1. (7) Given the reactants [CH3:1][N:2]1[CH:6]=[C:5]([N+:7]([O-])=O)[N:4]=[CH:3]1.[H][H].Cl[C:13]1[N:18]=[C:17]([S:19][CH3:20])[N:16]=[C:15]2[N:21]([CH2:24][CH2:25][OH:26])[N:22]=[CH:23][C:14]=12.C(N(CC)CC)C, predict the reaction product. The product is: [CH3:1][N:2]1[CH:6]=[C:5]([NH:7][C:13]2[N:18]=[C:17]([S:19][CH3:20])[N:16]=[C:15]3[N:21]([CH2:24][CH2:25][OH:26])[N:22]=[CH:23][C:14]=23)[N:4]=[CH:3]1.